From a dataset of Forward reaction prediction with 1.9M reactions from USPTO patents (1976-2016). Predict the product of the given reaction. (1) Given the reactants [CH3:1][N:2]1[C:6]([C:7]2[CH:8]=[C:9]3[C:14](=[CH:15][C:16]=2[C:17]([F:20])([F:19])[F:18])[NH:13][C:12](=[O:21])[N:11]([NH:22][S:23]([CH3:26])(=[O:25])=[O:24])[C:10]3=[O:27])=[CH:5][CH:4]=[N:3]1.[C:28](Cl)(=[O:32])[CH2:29][CH2:30][CH3:31], predict the reaction product. The product is: [C:28]([N:22]([N:11]1[C:10](=[O:27])[C:9]2[C:14](=[CH:15][C:16]([C:17]([F:19])([F:20])[F:18])=[C:7]([C:6]3[N:2]([CH3:1])[N:3]=[CH:4][CH:5]=3)[CH:8]=2)[NH:13][C:12]1=[O:21])[S:23]([CH3:26])(=[O:25])=[O:24])(=[O:32])[CH2:29][CH2:30][CH3:31]. (2) Given the reactants Br[C:2]1[C:6]2[CH2:7][N:8]([C:11]([NH:13][C:14]3[CH:19]=[CH:18][CH:17]=[C:16]([Cl:20])[CH:15]=3)=[O:12])[CH2:9][CH2:10][C:5]=2[NH:4][N:3]=1.[S:21]1[CH:25]=[CH:24][C:23](B(O)O)=[CH:22]1.C([O-])([O-])=O.[Na+].[Na+], predict the reaction product. The product is: [Cl:20][C:16]1[CH:15]=[C:14]([NH:13][C:11]([N:8]2[CH2:9][CH2:10][C:5]3[NH:4][N:3]=[C:2]([C:23]4[CH:24]=[CH:25][S:21][CH:22]=4)[C:6]=3[CH2:7]2)=[O:12])[CH:19]=[CH:18][CH:17]=1. (3) Given the reactants C([Li])CCC.[CH3:6][P:7](=[O:12])([O:10][CH3:11])[O:8][CH3:9].[Si:13]([O:20][CH:21]([CH2:28][CH2:29][CH3:30])[CH2:22][C:23](OCC)=[O:24])([C:16]([CH3:19])([CH3:18])[CH3:17])([CH3:15])[CH3:14], predict the reaction product. The product is: [CH3:9][O:8][P:7]([CH2:6][C:23](=[O:24])[CH2:22][CH:21]([O:20][Si:13]([C:16]([CH3:19])([CH3:18])[CH3:17])([CH3:14])[CH3:15])[CH2:28][CH2:29][CH3:30])(=[O:12])[O:10][CH3:11]. (4) Given the reactants [F:1][C:2]1[CH:3]=[CH:4][C:5]([C:14]([NH:16][C:17]2[CH:18]=[N:19][N:20]([CH3:40])[C:21]=2[N:22]2[CH2:28][CH2:27][CH2:26][C@@H:25]([NH:29]C(=O)OCC3C=CC=CC=3)[CH2:24][CH2:23]2)=[O:15])=[N:6][C:7]=1[C:8]1[CH:13]=[CH:12][CH:11]=[CH:10][CH:9]=1.C1CC=CCC=1, predict the reaction product. The product is: [NH2:29][C@@H:25]1[CH2:26][CH2:27][CH2:28][N:22]([C:21]2[N:20]([CH3:40])[N:19]=[CH:18][C:17]=2[NH:16][C:14](=[O:15])[C:5]2[CH:4]=[CH:3][C:2]([F:1])=[C:7]([C:8]3[CH:13]=[CH:12][CH:11]=[CH:10][CH:9]=3)[N:6]=2)[CH2:23][CH2:24]1. (5) Given the reactants [F:1][C:2]1[CH:3]=[C:4]([C:8]#[C:9][N:10]2[C:18]3[CH:17]=[CH:16][C:15]([CH3:19])=[CH:14][C:13]=3[C:12]3[CH2:20][N:21]([CH3:24])[CH2:22][CH2:23][C:11]2=3)[CH:5]=[N:6][CH:7]=1.C([O-])=O.[NH4+], predict the reaction product. The product is: [F:1][C:2]1[CH:3]=[C:4]([CH2:8][CH2:9][N:10]2[C:18]3[CH:17]=[CH:16][C:15]([CH3:19])=[CH:14][C:13]=3[C:12]3[CH2:20][N:21]([CH3:24])[CH2:22][CH2:23][C:11]2=3)[CH:5]=[N:6][CH:7]=1. (6) Given the reactants [Br-:1].[Br-].[Br-].C1([N+](C)(C)C)C=CC=CC=1.C1([N+](C)(C)C)C=CC=CC=1.C1([N+](C)(C)C)C=CC=CC=1.[CH2:34]([O:41][C:42]1[CH:47]=[C:46]([O:48][CH2:49][C:50]2[CH:55]=[CH:54][CH:53]=[CH:52][CH:51]=2)[C:45]([Cl:56])=[CH:44][C:43]=1[C:57](=[O:59])[CH3:58])[C:35]1[CH:40]=[CH:39][CH:38]=[CH:37][CH:36]=1, predict the reaction product. The product is: [CH2:34]([O:41][C:42]1[CH:47]=[C:46]([O:48][CH2:49][C:50]2[CH:55]=[CH:54][CH:53]=[CH:52][CH:51]=2)[C:45]([Cl:56])=[CH:44][C:43]=1[C:57](=[O:59])[CH2:58][Br:1])[C:35]1[CH:40]=[CH:39][CH:38]=[CH:37][CH:36]=1. (7) Given the reactants [Cl:1][C:2]1[CH:3]=[C:4]([CH:8]=[CH:9][C:10]=1[O:11][CH3:12])[C:5](O)=[O:6].C(Cl)(=O)C([Cl:16])=O, predict the reaction product. The product is: [Cl:1][C:2]1[CH:3]=[C:4]([CH:8]=[CH:9][C:10]=1[O:11][CH3:12])[C:5]([Cl:16])=[O:6]. (8) Given the reactants [CH3:1][C:2]1[O:8][CH:7]=[C:6]([OH:9])[C:4](=[O:5])[CH:3]=1.CN(C)C.[C:14](OC(=O)C)(=[O:16])[CH3:15], predict the reaction product. The product is: [C:14]([O:9][C:6]1[C:4](=[O:5])[CH:3]=[C:2]([CH3:1])[O:8][CH:7]=1)(=[O:16])[CH3:15]. (9) Given the reactants [CH2:1]([O:4][C:5]([N:7]([CH2:17][C:18]1([CH2:31][OH:32])[CH2:23][CH2:22][N:21]([C:24]([O:26][C:27]([CH3:30])([CH3:29])[CH3:28])=[O:25])[CH2:20][CH2:19]1)[C@@H:8]1[CH2:10][C@H:9]1[C:11]1[CH:16]=[CH:15][CH:14]=[CH:13][CH:12]=1)=[O:6])[CH:2]=[CH2:3].[F:33][C:34]1[CH:35]=[CH:36][C:37](O)=[N:38][CH:39]=1.C1(P(C2C=CC=CC=2)C2C=CC=CC=2)C=CC=CC=1.N(C(OC(C)C)=O)=NC(OC(C)C)=O, predict the reaction product. The product is: [CH2:1]([O:4][C:5]([N:7]([CH2:17][C:18]1([CH2:31][O:32][C:37]2[CH:36]=[CH:35][C:34]([F:33])=[CH:39][N:38]=2)[CH2:19][CH2:20][N:21]([C:24]([O:26][C:27]([CH3:28])([CH3:30])[CH3:29])=[O:25])[CH2:22][CH2:23]1)[C@@H:8]1[CH2:10][C@H:9]1[C:11]1[CH:16]=[CH:15][CH:14]=[CH:13][CH:12]=1)=[O:6])[CH:2]=[CH2:3].